Dataset: Acute oral toxicity (LD50) regression data from Zhu et al.. Task: Regression/Classification. Given a drug SMILES string, predict its toxicity properties. Task type varies by dataset: regression for continuous values (e.g., LD50, hERG inhibition percentage) or binary classification for toxic/non-toxic outcomes (e.g., AMES mutagenicity, cardiotoxicity, hepatotoxicity). Dataset: ld50_zhu. (1) The molecule is CN(C)c1ccc(N=Nc2cccc(Br)c2)cc1. The rat oral LD50 is 1.37, given as -log10 of the dose in mol/kg body weight (higher means more acutely toxic). (2) The molecule is S=c1[nH]cnc2nc[nH]c12. The rat oral LD50 is 2.74, given as -log10 of the dose in mol/kg body weight (higher means more acutely toxic). (3) The molecule is Clc1ccc(CSC(Cn2cncn2)=Nc2ccc(Cl)cc2Cl)cc1. The rat oral LD50 is 2.17, given as -log10 of the dose in mol/kg body weight (higher means more acutely toxic). (4) The rat oral LD50 is 1.95, given as -log10 of the dose in mol/kg body weight (higher means more acutely toxic). The drug is O=C(Cl)c1cccc(Cl)c1Cl. (5) The drug is C(=NC(N=Cc1ccco1)c1ccco1)c1ccco1. The rat oral LD50 is 2.83, given as -log10 of the dose in mol/kg body weight (higher means more acutely toxic). (6) The rat oral LD50 is 2.37, given as -log10 of the dose in mol/kg body weight (higher means more acutely toxic). The compound is CC(C)OC(Cl)=C(Cl)C(Cl)=C(Cl)Cl. (7) The drug is N#CCCCl. The rat oral LD50 is 2.95, given as -log10 of the dose in mol/kg body weight (higher means more acutely toxic). (8) The drug is C1CSCCS1. The rat oral LD50 is 1.64, given as -log10 of the dose in mol/kg body weight (higher means more acutely toxic).